Dataset: Full USPTO retrosynthesis dataset with 1.9M reactions from patents (1976-2016). Task: Predict the reactants needed to synthesize the given product. (1) Given the product [CH2:39]([O:12][C:11](=[O:13])[CH2:10][CH2:9][CH2:8][O:7][C:6]1[CH:14]=[C:2]([Cl:1])[C:3]([C:27]2[CH:28]=[N:29][C:30]([C:35]([F:38])([F:36])[F:37])=[CH:31][C:32]=2[C:33]#[N:34])=[CH:4][C:5]=1[C:15](=[O:26])[N:16]([C:18]1[CH:23]=[CH:22][CH:21]=[CH:20][C:19]=1[O:24][CH3:25])[CH3:17])[CH3:40], predict the reactants needed to synthesize it. The reactants are: [Cl:1][C:2]1[C:3]([C:27]2[CH:28]=[N:29][C:30]([C:35]([F:38])([F:37])[F:36])=[CH:31][C:32]=2[C:33]#[N:34])=[CH:4][C:5]([C:15](=[O:26])[N:16]([C:18]2[CH:23]=[CH:22][CH:21]=[CH:20][C:19]=2[O:24][CH3:25])[CH3:17])=[C:6]([CH:14]=1)[O:7][CH2:8][CH2:9][CH2:10][C:11]([OH:13])=[O:12].[CH2:39](O)[CH3:40]. (2) Given the product [CH3:30][C:28]1[N:29]=[C:24]([CH2:23][N:1]2[C:9]3[C:4](=[CH:5][CH:6]=[CH:7][CH:8]=3)[C:3]3([C:21]4[C:12](=[CH:13][C:14]5[O:19][CH2:18][CH2:17][O:16][C:15]=5[CH:20]=4)[O:11][CH2:10]3)[C:2]2=[O:22])[CH:25]=[CH:26][CH:27]=1, predict the reactants needed to synthesize it. The reactants are: [NH:1]1[C:9]2[C:4](=[CH:5][CH:6]=[CH:7][CH:8]=2)[C:3]2([C:21]3[C:12](=[CH:13][C:14]4[O:19][CH2:18][CH2:17][O:16][C:15]=4[CH:20]=3)[O:11][CH2:10]2)[C:2]1=[O:22].[CH3:23][C:24]1[N:29]=[C:28]([CH2:30]O)[CH:27]=[CH:26][CH:25]=1.C1(P(C2C=CC=CC=2)C2C=CC=CC=2)C=CC=CC=1.N(C(OCC)=O)=NC(OCC)=O. (3) Given the product [OH:42][CH2:41][CH2:40][NH:39][C:34](=[O:35])[C:33]1[CH:32]=[CH:31][C:30]([S:27]([CH2:26][C:16]2[C:17]3[CH2:18][CH2:19][CH2:20][C:21](=[O:25])[C:22]=3[CH:23]=[CH:24][C:15]=2[O:14][C@@H:7]([C:8]2[CH:13]=[CH:12][CH:11]=[CH:10][CH:9]=2)[CH2:6][N:1]2[CH:5]=[CH:4][N:3]=[CH:2]2)(=[O:28])=[O:29])=[CH:38][CH:37]=1, predict the reactants needed to synthesize it. The reactants are: [N:1]1([CH2:6][C@@H:7]([O:14][C:15]2[CH:24]=[CH:23][C:22]3[C:21](=[O:25])[CH2:20][CH2:19][CH2:18][C:17]=3[C:16]=2[CH2:26][S:27]([C:30]2[CH:38]=[CH:37][C:33]([C:34](O)=[O:35])=[CH:32][CH:31]=2)(=[O:29])=[O:28])[C:8]2[CH:13]=[CH:12][CH:11]=[CH:10][CH:9]=2)[CH:5]=[CH:4][N:3]=[CH:2]1.[NH2:39][CH2:40][CH2:41][OH:42]. (4) Given the product [N+:8]([C:5]1[CH:6]=[CH:7][C:2]([N:11]2[CH2:16][CH2:15][CH2:14][CH2:13][CH2:12]2)=[N:3][CH:4]=1)([O-:10])=[O:9], predict the reactants needed to synthesize it. The reactants are: Cl[C:2]1[CH:7]=[CH:6][C:5]([N+:8]([O-:10])=[O:9])=[CH:4][N:3]=1.[NH:11]1[CH2:16][CH2:15][CH2:14][CH2:13][CH2:12]1. (5) Given the product [Cl:1][C:2]1[CH:3]=[CH:4][N:5]=[C:6]2[C:11]=1[N:10]=[CH:9][C:8]([O:12][CH2:35][CH2:34][O:33][CH3:32])=[CH:7]2, predict the reactants needed to synthesize it. The reactants are: [Cl:1][C:2]1[CH:3]=[CH:4][N:5]=[C:6]2[C:11]=1[N:10]=[CH:9][C:8]([OH:12])=[CH:7]2.C1(P(C2C=CC=CC=2)C2C=CC=CC=2)C=CC=CC=1.[CH3:32][O:33][CH2:34][CH2:35]O.C1COCC1.CCOC(/N=N/C(OCC)=O)=O. (6) The reactants are: [CH2:1]([O:3][C:4](=[O:11])[C:5](=[N:9]O)[C:6](=O)[CH3:7])[CH3:2].[C:12]([S-:14])#[N:13].[K+]. Given the product [CH2:1]([O:3][C:4]([C:5]1[NH:9][C:12](=[S:14])[NH:13][C:6]=1[CH3:7])=[O:11])[CH3:2], predict the reactants needed to synthesize it.